The task is: Predict which catalyst facilitates the given reaction.. This data is from Catalyst prediction with 721,799 reactions and 888 catalyst types from USPTO. (1) Reactant: [OH:1][C:2]1[CH:11]=[CH:10][C:5]2[C:6](=[O:9])[CH2:7][O:8][C:4]=2[C:3]=1[CH2:12][N:13]1[CH2:18][CH2:17][N:16]([C:19]([O:21][C:22]([CH3:25])([CH3:24])[CH3:23])=[O:20])[CH2:15][CH2:14]1.[NH:26]1[C:34]2[C:29](=[CH:30][CH:31]=[CH:32][CH:33]=2)[C:28]([CH:35]=O)=[N:27]1.N1CCCCC1. Product: [NH:26]1[C:34]2[C:29](=[CH:30][CH:31]=[CH:32][CH:33]=2)[C:28](/[CH:35]=[C:7]2\[O:8][C:4]3[C:3]([CH2:12][N:13]4[CH2:14][CH2:15][N:16]([C:19]([O:21][C:22]([CH3:25])([CH3:24])[CH3:23])=[O:20])[CH2:17][CH2:18]4)=[C:2]([OH:1])[CH:11]=[CH:10][C:5]=3[C:6]\2=[O:9])=[N:27]1. The catalyst class is: 5. (2) Reactant: [C:1]([O:5][C:6]([N:8]1[CH2:13][CH2:12][N:11]([C:14]2[CH:19]=[CH:18][CH:17]=[C:16]([NH:20][S:21]([CH2:24]Cl)(=[O:23])=[O:22])[C:15]=2[OH:26])[CH2:10][CH2:9]1)=[O:7])([CH3:4])([CH3:3])[CH3:2].C(=O)([O-])[O-].[K+].[K+].[CH2:33](Br)[C:34]1[CH:39]=[CH:38][CH:37]=[CH:36][CH:35]=1. Product: [C:1]([O:5][C:6]([N:8]1[CH2:13][CH2:12][N:11]([C:14]2[C:15]3[O:26][CH2:24][S:21](=[O:23])(=[O:22])[N:20]([CH2:33][C:34]4[CH:39]=[CH:38][CH:37]=[CH:36][CH:35]=4)[C:16]=3[CH:17]=[CH:18][CH:19]=2)[CH2:10][CH2:9]1)=[O:7])([CH3:4])([CH3:3])[CH3:2]. The catalyst class is: 5. (3) Reactant: [Cl:1][C:2]1[CH:3]=[C:4]([N:10]2[C:14]([CH3:15])=[C:13]([O:16][C:17]3[CH:25]=[CH:24][C:20]([C:21](O)=[O:22])=[CH:19][CH:18]=3)[C:12]([CH3:26])=[N:11]2)[CH:5]=[CH:6][C:7]=1[C:8]#[N:9].ON1C2C=CC=CC=2N=N1.Cl.[CH3:38][O:39][C:40](=[O:43])[CH2:41][NH2:42].Cl.CN(C)CCCN=C=NCC.Cl. Product: [Cl:1][C:2]1[CH:3]=[C:4]([N:10]2[C:14]([CH3:15])=[C:13]([O:16][C:17]3[CH:18]=[CH:19][C:20]([C:21]([NH:42][CH2:41][C:40]([O:39][CH3:38])=[O:43])=[O:22])=[CH:24][CH:25]=3)[C:12]([CH3:26])=[N:11]2)[CH:5]=[CH:6][C:7]=1[C:8]#[N:9]. The catalyst class is: 338. (4) Reactant: [CH3:1][S:2](Cl)(=[O:4])=[O:3].[CH2:6]([O:8][C:9]([C:11]1[CH:12]=[C:13]([C:18]2[C:19]([C:24]3[CH:29]=[C:28]([Cl:30])[CH:27]=[CH:26][C:25]=3[O:31][CH2:32][C:33]3[CH:38]=[CH:37][CH:36]=[CH:35][CH:34]=3)=[CH:20][CH:21]=[CH:22][CH:23]=2)[CH:14]=[C:15]([NH2:17])[CH:16]=1)=[O:10])[CH3:7].C(N(CC)CC)C. Product: [CH2:6]([O:8][C:9]([C:11]1[CH:12]=[C:13]([C:18]2[C:19]([C:24]3[CH:29]=[C:28]([Cl:30])[CH:27]=[CH:26][C:25]=3[O:31][CH2:32][C:33]3[CH:38]=[CH:37][CH:36]=[CH:35][CH:34]=3)=[CH:20][CH:21]=[CH:22][CH:23]=2)[CH:14]=[C:15]([N:17]([S:2]([CH3:1])(=[O:4])=[O:3])[S:2]([CH3:1])(=[O:4])=[O:3])[CH:16]=1)=[O:10])[CH3:7]. The catalyst class is: 27. (5) Reactant: [C:1]([O:5][C:6]([N:8]1[CH2:17][CH2:16][C:15]2[C:10](=[CH:11][CH:12]=[CH:13][CH:14]=2)[C@H:9]1[C:18]([OH:20])=O)=[O:7])([CH3:4])([CH3:3])[CH3:2].[Cl:21][C:22]1[CH:28]=[CH:27][CH:26]=[C:25]([F:29])[C:23]=1[NH2:24]. Product: [C:1]([O:5][C:6]([N:8]1[CH2:17][CH2:16][C:15]2[C:10](=[CH:11][CH:12]=[CH:13][CH:14]=2)[C@H:9]1[C:18](=[O:20])[NH:24][C:23]1[C:25]([F:29])=[CH:26][CH:27]=[CH:28][C:22]=1[Cl:21])=[O:7])([CH3:3])([CH3:2])[CH3:4]. The catalyst class is: 17. (6) Reactant: Cl.[Cl:2][C:3]1[CH:8]=[CH:7][CH:6]=[CH:5][C:4]=1[CH:9]([C:36]1[CH:41]=[CH:40][CH:39]=[CH:38][C:37]=1[Cl:42])[N:10]1[CH:15]2[CH2:16][CH2:17][CH:11]1[CH2:12][C:13]([C:19]1[N:24]=[C:23]([NH:25][CH2:26][CH2:27][NH:28]C(=O)OC(C)(C)C)[CH:22]=[CH:21][CH:20]=1)([OH:18])[CH2:14]2. Product: [NH2:28][CH2:27][CH2:26][NH:25][C:23]1[N:24]=[C:19]([C:13]2([OH:18])[CH2:14][CH:15]3[N:10]([CH:9]([C:36]4[CH:41]=[CH:40][CH:39]=[CH:38][C:37]=4[Cl:42])[C:4]4[CH:5]=[CH:6][CH:7]=[CH:8][C:3]=4[Cl:2])[CH:11]([CH2:17][CH2:16]3)[CH2:12]2)[CH:20]=[CH:21][CH:22]=1. The catalyst class is: 2. (7) Reactant: [C:1]([O:9][CH2:10][CH3:11])(=[O:8])[CH2:2][C:3]([O:5][CH2:6][CH3:7])=[O:4].Br[CH2:13][CH2:14][CH2:15][CH2:16][CH2:17]Br.[O-]CC.[Na+].O. Product: [C:2]1([C:3]([O:5][CH2:6][CH3:7])=[O:4])([C:1]([O:9][CH2:10][CH3:11])=[O:8])[CH2:17][CH2:16][CH2:15][CH2:14][CH2:13]1. The catalyst class is: 8.